This data is from Experimentally validated miRNA-target interactions with 360,000+ pairs, plus equal number of negative samples. The task is: Binary Classification. Given a miRNA mature sequence and a target amino acid sequence, predict their likelihood of interaction. (1) The miRNA is mmu-miR-466i-5p with sequence UGUGUGUGUGUGUGUGUGUG. The protein sequence of the target gene is MAGLGASLHVWGWLMLGSCLLARAQLDSDGTITIEEQIVLVLKAKVQCELNITAQLQEGEGNCFPEWDGLICWPRGTVGKISAVPCPPYIYDFNHKGVAFRHCNPNGTWDFMHSLNKTWANYSDCLRFLQPDISIGKQEFFERLYVMYTVGYSISFGSLAVAILIIGYFRRLHCTRNYIHMHLFVSFMLRATSIFVKDRVVHAHIGVKELESLIMQDDPQNSIEATSVDKSQYIGCKIAVVMFIYFLATNYYWILVEGLYLHNLIFVAFFSDTKYLWGFILIGWGFPAAFVAAWAVARAT.... Result: 0 (no interaction). (2) The miRNA is dme-miR-311-3p with sequence UAUUGCACAUUCACCGGCCUGA. The protein sequence of the target gene is MPSEKTFKQRRSFEQRVEDVRLIREQHPTKIPVIIERYKGEKQLPVLDKTKFLVPDHVNMSELIKIIRRRLQLNANQAFFLLVNGHSMVSVSTPISEVYESERDEDGFLYMVYASQETFGTAMAV. Result: 0 (no interaction).